Dataset: Catalyst prediction with 721,799 reactions and 888 catalyst types from USPTO. Task: Predict which catalyst facilitates the given reaction. Reactant: [H-].[Na+].[CH2:3]([OH:6])[CH2:4][OH:5].F[C:8]1[CH:13]=[C:12]([C:14]2[C:15]([C:26]3[O:27][CH:28]=[CH:29][CH:30]=3)=[N:16][C:17]([NH2:25])=[N:18][C:19]=2[C:20]2[O:21][CH:22]=[CH:23][CH:24]=2)[CH:11]=[CH:10][N:9]=1. Product: [NH2:25][C:17]1[N:16]=[C:15]([C:26]2[O:27][CH:28]=[CH:29][CH:30]=2)[C:14]([C:12]2[CH:11]=[CH:10][N:9]=[C:8]([O:5][CH2:4][CH2:3][OH:6])[CH:13]=2)=[C:19]([C:20]2[O:21][CH:22]=[CH:23][CH:24]=2)[N:18]=1. The catalyst class is: 9.